From a dataset of Full USPTO retrosynthesis dataset with 1.9M reactions from patents (1976-2016). Predict the reactants needed to synthesize the given product. Given the product [Cl:1][C:2]1[CH:33]=[CH:32][C:5]2=[N:6][N:7]([C:9]3[CH:10]=[C:11]([CH:18]=[C:19]([C:22]([C:25]4[CH:26]=[CH:27][C:28]([Cl:31])=[CH:29][CH:30]=4)([CH3:23])[CH3:24])[C:20]=3[OH:21])[CH2:12][CH2:13][C:14]([O:16][CH2:17][CH2:11][CH2:10][CH2:9][CH2:20][CH2:19][CH2:22][CH3:23])=[O:15])[N:8]=[C:4]2[CH:3]=1, predict the reactants needed to synthesize it. The reactants are: [Cl:1][C:2]1[CH:33]=[CH:32][C:5]2=[N:6][N:7]([C:9]3[CH:10]=[C:11]([CH:18]=[C:19]([C:22]([C:25]4[CH:30]=[CH:29][C:28]([Cl:31])=[CH:27][CH:26]=4)([CH3:24])[CH3:23])[C:20]=3[OH:21])[CH2:12][CH2:13][C:14]([O:16][CH3:17])=[O:15])[N:8]=[C:4]2[CH:3]=1.[NH2-].[Li+].